Dataset: Catalyst prediction with 721,799 reactions and 888 catalyst types from USPTO. Task: Predict which catalyst facilitates the given reaction. (1) Reactant: [N:1]1([C:12]([O:14][C:15]([CH3:18])([CH3:17])[CH3:16])=[O:13])[CH2:6][CH2:5][CH:4]([C:7]([O:9][CH2:10][CH3:11])=[O:8])[CH2:3][CH2:2]1.[Li+].[CH3:20][Si]([N-][Si](C)(C)C)(C)C.IC. Product: [CH3:20][C:4]1([C:7]([O:9][CH2:10][CH3:11])=[O:8])[CH2:3][CH2:2][N:1]([C:12]([O:14][C:15]([CH3:17])([CH3:16])[CH3:18])=[O:13])[CH2:6][CH2:5]1. The catalyst class is: 1. (2) Product: [CH3:1][O:2][C:3]1[CH:4]=[C:5]([CH:9]=[CH:10][CH:11]=[C:12]2[CH2:17][CH2:16][NH:15][CH2:14][CH2:13]2)[CH:6]=[CH:7][CH:8]=1. The catalyst class is: 22. Reactant: [CH3:1][O:2][C:3]1[CH:4]=[C:5]([CH:9]=[CH:10][CH:11]=[C:12]2[CH2:17][CH2:16][N:15](C(OC(C)(C)C)=O)[CH2:14][CH2:13]2)[CH:6]=[CH:7][CH:8]=1.FC(F)(F)C(O)=O. (3) Reactant: [S:1]1[CH:5]=[CH:4][CH:3]=[C:2]1[CH2:6][NH:7][C:8]([C:10]1[N:11]=[C:12]2[C:17]([C:18]([F:21])([F:20])[F:19])=[CH:16][C:15]([C:22]#[C:23][Si](C)(C)C)=[CH:14][N:13]2[C:28]=1[Cl:29])=[O:9].S1C=CC=C1CNC(C1N=C2C(C(F)(F)F)=CC(C#CC3C=CC=CC=3)=CN2C=1Cl)=O.CCN(CC)CC. Product: [S:1]1[CH:5]=[CH:4][CH:3]=[C:2]1[CH2:6][NH:7][C:8]([C:10]1[N:11]=[C:12]2[C:17]([C:18]([F:21])([F:19])[F:20])=[CH:16][C:15]([C:22]#[CH:23])=[CH:14][N:13]2[C:28]=1[Cl:29])=[O:9]. The catalyst class is: 1. (4) Reactant: [CH3:1][O:2][C:3]1[C:12]2[C:7](=[CH:8][CH:9]=[CH:10][CH:11]=2)[C:6]([O:13][CH3:14])=[C:5]([CH3:15])[C:4]=1/[CH:16]=[C:17](\[CH3:23])/[C:18]([O:20]CC)=[O:19].COC1C2C(=CC=CC=2)C(OC)=CC=1/C=C(\C)/C(O)=O. Product: [CH3:1][O:2][C:3]1[C:12]2[C:7](=[CH:8][CH:9]=[CH:10][CH:11]=2)[C:6]([O:13][CH3:14])=[C:5]([CH3:15])[C:4]=1/[CH:16]=[C:17](\[CH3:23])/[C:18]([OH:20])=[O:19]. The catalyst class is: 21. (5) Reactant: [Cl:1][C:2]1[CH:3]=[CH:4][C:5]([O:29][CH:30]2[CH2:32][CH2:31]2)=[C:6]([C:8]2[C:12]([NH:13]C(=O)OC(C)(C)C)=[CH:11][N:10](COCC[Si](C)(C)C)[N:9]=2)[CH:7]=1.ClC1C=CC(OC2CC2)=C(C2N(COCC[Si](C)(C)C)N=CC=2NC(=O)OC(C)(C)C)C=1.Cl.CO. Product: [Cl:1][C:2]1[CH:3]=[CH:4][C:5]([O:29][CH:30]2[CH2:32][CH2:31]2)=[C:6]([C:8]2[C:12]([NH2:13])=[CH:11][NH:10][N:9]=2)[CH:7]=1. The catalyst class is: 5. (6) The catalyst class is: 12. Product: [C:1]1([NH:7][C:8](=[S:35])[CH2:9][CH:10]([S:18][C:19]2[CH:24]=[CH:23][CH:22]=[CH:21][CH:20]=2)[S:11][C:12]2[CH:17]=[CH:16][CH:15]=[CH:14][CH:13]=2)[CH:6]=[CH:5][CH:4]=[CH:3][CH:2]=1. Reactant: [C:1]1([NH:7][C:8](=O)[CH2:9][CH:10]([S:18][C:19]2[CH:24]=[CH:23][CH:22]=[CH:21][CH:20]=2)[S:11][C:12]2[CH:17]=[CH:16][CH:15]=[CH:14][CH:13]=2)[CH:6]=[CH:5][CH:4]=[CH:3][CH:2]=1.COC1C=CC(P2(SP(C3C=CC(OC)=CC=3)(=S)S2)=[S:35])=CC=1. (7) Reactant: [CH2:1]([O:3][C:4](=[O:21])/[C:5](/[CH3:20])=[CH:6]/[C@@H:7]([NH:12][C:13]([O:15][C:16]([CH3:19])([CH3:18])[CH3:17])=[O:14])[CH2:8][CH:9]([CH3:11])[CH3:10])[CH3:2].[H-].[Na+].IC.[C:26](=O)(O)[O-].[Na+]. Product: [CH2:1]([O:3][C:4](=[O:21])/[C:5](/[CH3:20])=[CH:6]/[C@@H:7]([N:12]([C:13]([O:15][C:16]([CH3:18])([CH3:17])[CH3:19])=[O:14])[CH3:26])[CH2:8][CH:9]([CH3:11])[CH3:10])[CH3:2]. The catalyst class is: 54.